The task is: Predict the reactants needed to synthesize the given product.. This data is from Full USPTO retrosynthesis dataset with 1.9M reactions from patents (1976-2016). (1) Given the product [S:9]1[CH2:10][CH2:11][C:7]([C:22]2[CH:23]=[CH:24][C:25]([NH2:28])=[N:26][CH:27]=2)=[CH:8]1, predict the reactants needed to synthesize it. The reactants are: FC(F)(F)S(O[C:7]1[CH2:11][CH2:10][S:9][CH:8]=1)(=O)=O.CC1(C)C(C)(C)OB([C:22]2[CH:23]=[CH:24][C:25]([NH2:28])=[N:26][CH:27]=2)O1.[O-]P([O-])([O-])=O.[K+].[K+].[K+].COCCOC. (2) Given the product [F:23][C:24]1[CH:29]=[CH:28][C:27]([C:30]([F:33])([F:32])[F:31])=[CH:26][C:25]=1[NH:34][C:35]([NH:1][C:2]1[CH:7]=[CH:6][C:5]([CH:8]2[CH2:22][N:12]3[C:13](=[O:21])[NH:14][C:15]4[CH:16]=[CH:17][CH:18]=[CH:19][C:20]=4[C:11]3=[N:10][CH2:9]2)=[CH:4][CH:3]=1)=[O:36], predict the reactants needed to synthesize it. The reactants are: [NH2:1][C:2]1[CH:7]=[CH:6][C:5]([CH:8]2[CH2:22][N:12]3[C:13](=[O:21])[NH:14][C:15]4[CH:16]=[CH:17][CH:18]=[CH:19][C:20]=4[C:11]3=[N:10][CH2:9]2)=[CH:4][CH:3]=1.[F:23][C:24]1[CH:29]=[CH:28][C:27]([C:30]([F:33])([F:32])[F:31])=[CH:26][C:25]=1[N:34]=[C:35]=[O:36]. (3) The reactants are: [NH2:1][CH2:2][CH2:3][NH:4][C:5]1[CH:10]=[C:9]([C:11]2[CH:16]=[CH:15][CH:14]=[C:13]([CH3:17])[C:12]=2[CH3:18])[N:8]=[C:7]([NH2:19])[N:6]=1.[Cl:20][C:21]1[N:22]=[N:23][C:24](Cl)=[CH:25][CH:26]=1. Given the product [Cl:20][C:21]1[N:22]=[N:23][C:24]([NH:1][CH2:2][CH2:3][NH:4][C:5]2[CH:10]=[C:9]([C:11]3[CH:16]=[CH:15][CH:14]=[C:13]([CH3:17])[C:12]=3[CH3:18])[N:8]=[C:7]([NH2:19])[N:6]=2)=[CH:25][CH:26]=1, predict the reactants needed to synthesize it. (4) Given the product [F:42][C:38]1[CH:37]=[C:36]([NH:35][C:44]2[CH:53]=[CH:52][C:51]3[C:50]4[C:54]5[NH:61][CH2:60][C@@H:59]([CH3:62])[NH:58][C:57](=[O:63])[C:55]=5[S:56][C:49]=4[CH:48]=[CH:47][C:46]=3[N:45]=2)[CH:41]=[CH:40][N:39]=1, predict the reactants needed to synthesize it. The reactants are: C(=O)([O-])[O-].[Cs+].[Cs+].C1(P(C2CCCCC2)C2C=CC=CC=2C2C=CC=CC=2N(C)C)CCCCC1.[NH2:35][C:36]1[CH:41]=[CH:40][N:39]=[C:38]([F:42])[CH:37]=1.Cl[C:44]1[CH:53]=[CH:52][C:51]2[C:50]3[C:54]4[NH:61][CH2:60][C@@H:59]([CH3:62])[NH:58][C:57](=[O:63])[C:55]=4[S:56][C:49]=3[CH:48]=[CH:47][C:46]=2[N:45]=1. (5) Given the product [C:46]([O:45][C:44]([NH:43][C@@H:31]([CH2:32][C:33]1[CH:34]=[CH:35][C:36]([C:39]([F:40])([F:41])[F:42])=[CH:37][CH:38]=1)[CH2:30][N:29]([C:51]([O:53][C:54]([CH3:56])([CH3:55])[CH3:57])=[O:52])[C:27]1[S:28][C:24]([C:17]2[CH:18]=[CH:19][C:20]([N+:21]([O-:23])=[O:22])=[C:15]([CH:2]([C:3]([O:5][CH2:6][CH3:7])=[O:4])[C:1]([O:9][CH2:10][CH3:11])=[O:8])[CH:16]=2)=[N:25][N:26]=1)=[O:50])([CH3:47])([CH3:48])[CH3:49], predict the reactants needed to synthesize it. The reactants are: [C:1]([O:9][CH2:10][CH3:11])(=[O:8])[CH2:2][C:3]([O:5][CH2:6][CH3:7])=[O:4].[H-].[Na+].F[C:15]1[CH:16]=[C:17]([C:24]2[S:28][C:27]([N:29]([C:51]([O:53][C:54]([CH3:57])([CH3:56])[CH3:55])=[O:52])[CH2:30][C@@H:31]([NH:43][C:44](=[O:50])[O:45][C:46]([CH3:49])([CH3:48])[CH3:47])[CH2:32][C:33]3[CH:38]=[CH:37][C:36]([C:39]([F:42])([F:41])[F:40])=[CH:35][CH:34]=3)=[N:26][N:25]=2)[CH:18]=[CH:19][C:20]=1[N+:21]([O-:23])=[O:22]. (6) Given the product [C:35]([CH2:34][NH:33][C:2]1[CH:7]=[C:6]([C:8]2[S:9][CH:10]=[C:11]([C:13]3[C:18](=[O:19])[NH:17][C:16]([CH3:20])=[C:15]([C:21]([O:23][CH2:24][CH3:25])=[O:22])[CH:14]=3)[N:12]=2)[CH:5]=[CH:4][N:3]=1)(=[O:36])[NH2:37], predict the reactants needed to synthesize it. The reactants are: Cl[C:2]1[CH:7]=[C:6]([C:8]2[S:9][CH:10]=[C:11]([C:13]3[C:18](=[O:19])[NH:17][C:16]([CH3:20])=[C:15]([C:21]([O:23][CH2:24][CH3:25])=[O:22])[CH:14]=3)[N:12]=2)[CH:5]=[CH:4][N:3]=1.C([O-])([O-])=O.[K+].[K+].Cl.[NH2:33][CH2:34][C:35]([NH2:37])=[O:36].Cl. (7) Given the product [O:1]1[C:5]2[CH:6]=[CH:7][CH:8]=[CH:9][C:4]=2[CH:3]=[C:2]1[C:10]1[N:14]2[N:15]=[C:16]([NH:20][CH2:21][CH:22]([C:24]3[CH:29]=[CH:28][C:27]([F:30])=[CH:26][CH:25]=3)[OH:23])[CH:17]=[CH:18][C:13]2=[N:12][CH:11]=1, predict the reactants needed to synthesize it. The reactants are: [O:1]1[C:5]2[CH:6]=[CH:7][CH:8]=[CH:9][C:4]=2[CH:3]=[C:2]1[C:10]1[N:14]2[N:15]=[C:16](Cl)[CH:17]=[CH:18][C:13]2=[N:12][CH:11]=1.[NH2:20][CH2:21][CH:22]([C:24]1[CH:29]=[CH:28][C:27]([F:30])=[CH:26][CH:25]=1)[OH:23]. (8) Given the product [F:11][C:9]([C:3]1[CH:4]=[C:5]([F:8])[CH:6]=[CH:7][C:2]=1[B:13]1[O:17][C:16]([CH3:19])([CH3:18])[C:15]([CH3:21])([CH3:20])[O:14]1)([F:12])[CH3:10], predict the reactants needed to synthesize it. The reactants are: Br[C:2]1[CH:7]=[CH:6][C:5]([F:8])=[CH:4][C:3]=1[C:9]([F:12])([F:11])[CH3:10].[B:13]1([B:13]2[O:17][C:16]([CH3:19])([CH3:18])[C:15]([CH3:21])([CH3:20])[O:14]2)[O:17][C:16]([CH3:19])([CH3:18])[C:15]([CH3:21])([CH3:20])[O:14]1.C([O-])(=O)C.[K+]. (9) The reactants are: [NH2:1][C:2]1[C:11]2[C:6](=[C:7](Br)[CH:8]=[CH:9][CH:10]=2)[N:5]=[N:4][C:3]=1[C:13]([NH:15][CH2:16][CH2:17][CH3:18])=[O:14].[Cl:19][C:20]1[C:25]([Cl:26])=[CH:24][CH:23]=[CH:22][C:21]=1B(O)O. Given the product [NH2:1][C:2]1[C:11]2[C:6](=[C:7]([C:24]3[CH:23]=[CH:22][CH:21]=[C:20]([Cl:19])[C:25]=3[Cl:26])[CH:8]=[CH:9][CH:10]=2)[N:5]=[N:4][C:3]=1[C:13]([NH:15][CH2:16][CH2:17][CH3:18])=[O:14], predict the reactants needed to synthesize it. (10) Given the product [CH3:1][N:2]([CH3:7])[CH2:3][CH2:4][CH2:5][O:6][C:22]([N:21]1[C:25]2[CH:26]=[CH:27][C:28]([N+:30]([O-:32])=[O:31])=[CH:29][C:24]=2[O:23][CH2:18][CH2:19][CH2:20]1)=[O:33], predict the reactants needed to synthesize it. The reactants are: [CH3:1][N:2]([CH3:7])[CH2:3][CH2:4][CH2:5][OH:6].CN1CCCC1=O.[H-].[Na+].Cl[CH2:18][CH2:19][CH2:20][N:21]1[C:25]2[CH:26]=[CH:27][C:28]([N+:30]([O-:32])=[O:31])=[CH:29][C:24]=2[O:23][C:22]1=[O:33].